This data is from Peptide-MHC class II binding affinity with 134,281 pairs from IEDB. The task is: Regression. Given a peptide amino acid sequence and an MHC pseudo amino acid sequence, predict their binding affinity value. This is MHC class II binding data. The peptide sequence is YDKFLANVSTVLTGM. The MHC is DRB1_1101 with pseudo-sequence DRB1_1101. The binding affinity (normalized) is 0.459.